This data is from Full USPTO retrosynthesis dataset with 1.9M reactions from patents (1976-2016). The task is: Predict the reactants needed to synthesize the given product. (1) Given the product [F:14][C:9]1[CH:8]=[C:7]([CH:12]=[CH:11][C:10]=1[OH:13])[CH:3]=[O:2], predict the reactants needed to synthesize it. The reactants are: Cl.[O:2]1CCO[CH:3]1[C:7]1[CH:12]=[CH:11][C:10]([OH:13])=[C:9]([F:14])[CH:8]=1. (2) The reactants are: [CH:1]1([C:4]2[C:5]([O:13][C@@H:14]([CH3:19])[C:15]([F:18])([F:17])[F:16])=[CH:6][C:7]([C:10]([OH:12])=O)=[N:8][CH:9]=2)[CH2:3][CH2:2]1.[NH2:20][C:21]1([CH2:27][C:28]([NH2:30])=[O:29])[CH2:24][S:23](=[O:26])(=[O:25])[CH2:22]1. Given the product [NH2:30][C:28](=[O:29])[CH2:27][C:21]1([NH:20][C:10]([C:7]2[CH:6]=[C:5]([O:13][C@@H:14]([CH3:19])[C:15]([F:18])([F:17])[F:16])[C:4]([CH:1]3[CH2:2][CH2:3]3)=[CH:9][N:8]=2)=[O:12])[CH2:22][S:23](=[O:25])(=[O:26])[CH2:24]1, predict the reactants needed to synthesize it.